Task: Predict the reaction yield, written as a fraction of the theoretical maximum amount of product (1.0 means a 100% yield; for example, 0.34 means a 34% yield).. Dataset: Reaction yield outcomes from USPTO patents with 853,638 reactions (1) The reactants are [CH3:1][O:2][CH2:3][CH2:4][CH2:5][O:6][C:7]1[CH:8]=[C:9]([CH2:21][CH2:22][C:23]([O:25][CH2:26][CH3:27])=[O:24])[CH:10]=[CH:11][C:12]=1OS(C(F)(F)F)(=O)=O.[N:28]1[CH:33]=[CH:32][CH:31]=[C:30](B(O)O)[CH:29]=1.[F-].[Cs+]. The catalyst is C(COC)OC.C(O)C. The product is [CH3:1][O:2][CH2:3][CH2:4][CH2:5][O:6][C:7]1[CH:8]=[C:9]([CH2:21][CH2:22][C:23]([O:25][CH2:26][CH3:27])=[O:24])[CH:10]=[CH:11][C:12]=1[C:30]1[CH:29]=[N:28][CH:33]=[CH:32][CH:31]=1. The yield is 0.550. (2) The reactants are [Cl:1][C:2]1[CH:3]=[N:4][N:5]([CH3:17])[C:6]=1[C:7]1[CH:8]=[C:9]([C:14]([OH:16])=O)[S:10][C:11]=1[O:12][CH3:13].[NH2:18][C@@H:19]([CH2:32][C:33]1[CH:38]=[CH:37][CH:36]=[CH:35][C:34]=1[C:39]([F:42])([F:41])[F:40])[CH2:20][N:21]1[C:29](=[O:30])[C:28]2[C:23](=[CH:24][CH:25]=[CH:26][CH:27]=2)[C:22]1=[O:31].C1CN([P+](Br)(N2CCCC2)N2CCCC2)CC1.F[P-](F)(F)(F)(F)F.CCN(C(C)C)C(C)C. The catalyst is C(Cl)(Cl)Cl. The product is [Cl:1][C:2]1[CH:3]=[N:4][N:5]([CH3:17])[C:6]=1[C:7]1[CH:8]=[C:9]([C:14]([NH:18][C@@H:19]([CH2:32][C:33]2[CH:38]=[CH:37][CH:36]=[CH:35][C:34]=2[C:39]([F:42])([F:40])[F:41])[CH2:20][N:21]2[C:29](=[O:30])[C:28]3[C:23](=[CH:24][CH:25]=[CH:26][CH:27]=3)[C:22]2=[O:31])=[O:16])[S:10][C:11]=1[O:12][CH3:13]. The yield is 0.450. (3) The reactants are C([O:3][C:4]([C:6]1[C:7]([Cl:20])=[C:8]2[C:15]3[CH2:16][CH2:17][CH2:18][CH2:19][C:14]=3[S:13][C:9]2=[N:10][C:11]=1[CH3:12])=O)C.[H-].C([Al+]CC(C)C)C(C)C. The catalyst is ClCCl. The product is [Cl:20][C:7]1[C:6]([CH2:4][OH:3])=[C:11]([CH3:12])[N:10]=[C:9]2[S:13][C:14]3[CH2:19][CH2:18][CH2:17][CH2:16][C:15]=3[C:8]=12. The yield is 0.770. (4) The reactants are [CH:1]([C:4]1[CH:9]=[C:8]([N+:10]([O-:12])=[O:11])[CH:7]=[CH:6][C:5]=1N)([CH3:3])[CH3:2].N([O-])=[O:15].[Na+].O. The catalyst is S(=O)(=O)(O)O. The product is [CH:1]([C:4]1[CH:9]=[C:8]([N+:10]([O-:12])=[O:11])[CH:7]=[CH:6][C:5]=1[OH:15])([CH3:3])[CH3:2]. The yield is 0.800.